Dataset: TCR-epitope binding with 47,182 pairs between 192 epitopes and 23,139 TCRs. Task: Binary Classification. Given a T-cell receptor sequence (or CDR3 region) and an epitope sequence, predict whether binding occurs between them. (1) The epitope is AVFDRKSDAK. The TCR CDR3 sequence is CAISHPGQGGQPQHF. Result: 1 (the TCR binds to the epitope). (2) The epitope is EEHVQIHTI. The TCR CDR3 sequence is CSANEEHSPYEQYF. Result: 1 (the TCR binds to the epitope). (3) The epitope is EILDITPCSF. The TCR CDR3 sequence is CASSPESAIRETQYF. Result: 1 (the TCR binds to the epitope). (4) The epitope is HTTDPSFLGRY. The TCR CDR3 sequence is CASSLGWENSPLHF. Result: 1 (the TCR binds to the epitope). (5) The epitope is SEVGPEHSLAEY. The TCR CDR3 sequence is CASSYQLQYTEAFF. Result: 1 (the TCR binds to the epitope). (6) The epitope is ALSKGVHFV. The TCR CDR3 sequence is CASSPLAGGPDTQYF. Result: 0 (the TCR does not bind to the epitope).